Predict the reactants needed to synthesize the given product. From a dataset of Full USPTO retrosynthesis dataset with 1.9M reactions from patents (1976-2016). (1) Given the product [CH2:20]([O:19][C:17]([N:10]1[CH2:11][C@@H:12]2[C@@:8]([NH:36][C:29]([O:31][C:58]([CH3:61])([CH3:60])[CH3:59])=[O:30])([CH2:15][CH2:14][C@@H:13]2[F:16])[CH2:9]1)=[O:18])[C:21]1[CH:26]=[CH:25][CH:24]=[CH:23][CH:22]=1, predict the reactants needed to synthesize it. The reactants are: C(OC([C@@:8]12[CH2:15][CH2:14][C@H:13]([F:16])[C@@H:12]1[CH2:11][N:10]([C:17]([O:19][CH2:20][C:21]1[CH:26]=[CH:25][CH:24]=[CH:23][CH:22]=1)=[O:18])[CH2:9]2)=O)(C)(C)C.FC(F)(F)[C:29]([OH:31])=[O:30].C([N:36](CC)CC)C.C1(P(N=[N+]=[N-])(C2C=CC=CC=2)=O)C=CC=CC=1.[C:58](O)([CH3:61])([CH3:60])[CH3:59]. (2) Given the product [F:41][C:20]1[CH:19]=[C:18]([O:17][C:15]2[CH:14]=[CH:13][N:12]=[C:11]([NH:10][C:8]([N:46]3[CH2:47][CH:44]([OH:43])[CH2:45]3)=[O:9])[CH:16]=2)[C:23]([F:24])=[CH:22][C:21]=1[NH:25][C:26]([C:28]1([C:31]([O:33][CH2:34][C:35]2[CH:36]=[CH:37][CH:38]=[CH:39][CH:40]=2)=[O:32])[CH2:29][CH2:30]1)=[O:27], predict the reactants needed to synthesize it. The reactants are: O([C:8]([NH:10][C:11]1[CH:16]=[C:15]([O:17][C:18]2[C:23]([F:24])=[CH:22][C:21]([NH:25][C:26]([C:28]3([C:31]([O:33][CH2:34][C:35]4[CH:40]=[CH:39][CH:38]=[CH:37][CH:36]=4)=[O:32])[CH2:30][CH2:29]3)=[O:27])=[C:20]([F:41])[CH:19]=2)[CH:14]=[CH:13][N:12]=1)=[O:9])C1C=CC=CC=1.Cl.[OH:43][CH:44]1[CH2:47][NH:46][CH2:45]1.C(=O)([O-])O.[Na+]. (3) Given the product [F:11][C:5]1[C:4]([C:7]([OH:9])=[O:8])=[N:3][N:2]([CH3:1])[CH:6]=1, predict the reactants needed to synthesize it. The reactants are: [CH3:1][N:2]1[CH:6]=[CH:5][C:4]([C:7]([OH:9])=[O:8])=[N:3]1.[B-](F)(F)(F)[F:11].[B-](F)(F)(F)F.C1[N+]2(CCl)CC[N+](F)(CC2)C1. (4) Given the product [C:26]([OH:25])(=[O:41])/[CH:29]=[CH:34]/[C:33]([OH:36])=[O:35].[F:1][C:2]1[C:7]([C:8]2[N:12]([S:13]([C:16]3[CH:17]=[N:18][CH:19]=[CH:20][CH:21]=3)(=[O:14])=[O:15])[CH:11]=[C:10]([CH2:22][NH:23][CH3:24])[CH:9]=2)=[CH:6][CH:5]=[C:4]([CH3:32])[N:3]=1, predict the reactants needed to synthesize it. The reactants are: [F:1][C:2]1[C:7]([C:8]2[N:12]([S:13]([C:16]3[CH:17]=[N:18][CH:19]=[CH:20][CH:21]=3)(=[O:15])=[O:14])[CH:11]=[C:10]([CH2:22][N:23](C)[C:24](=O)[O:25][C:26]([CH3:29])(C)C)[CH:9]=2)=[CH:6][CH:5]=[C:4]([CH3:32])[N:3]=1.[C:33]([O:36]CC)(=[O:35])[CH3:34].Cl.C[OH:41].